Dataset: Catalyst prediction with 721,799 reactions and 888 catalyst types from USPTO. Task: Predict which catalyst facilitates the given reaction. (1) Reactant: [Li]CCCC.C(NC(C)C)(C)C.[CH:13]1([C:17]#[N:18])[CH2:16][CH2:15][CH2:14]1.Br[CH:20]([C:22]1[CH:27]=[CH:26][CH:25]=[C:24]([Cl:28])[CH:23]=1)[CH3:21]. Product: [Cl:28][C:24]1[CH:23]=[C:22]([CH:20]([C:13]2([C:17]#[N:18])[CH2:16][CH2:15][CH2:14]2)[CH3:21])[CH:27]=[CH:26][CH:25]=1. The catalyst class is: 1. (2) Reactant: C(OC([N:8]([C:13]1[CH:52]=[CH:51][C:16]([C:17]([O:19][CH2:20][CH2:21][C:22]([O:24][C@H:25]([C:36]2[CH:41]=[CH:40][C:39]([O:42][CH:43]([F:45])[F:44])=[C:38]([O:46][CH2:47][CH:48]3[CH2:50][CH2:49]3)[CH:37]=2)[CH2:26][C:27]2[C:32]([Cl:33])=[CH:31][N+:30]([O-:34])=[CH:29][C:28]=2[Cl:35])=[O:23])=[O:18])=[CH:15][C:14]=1[O:53][CH2:54][CH:55]1[CH2:57][CH2:56]1)[S:9]([CH3:12])(=[O:11])=[O:10])=O)(C)(C)C.O1CCOCC1. Product: [Cl:35][C:28]1[CH:29]=[N+:30]([O-:34])[CH:31]=[C:32]([Cl:33])[C:27]=1[CH2:26][C@@H:25]([C:36]1[CH:41]=[CH:40][C:39]([O:42][CH:43]([F:44])[F:45])=[C:38]([O:46][CH2:47][CH:48]2[CH2:50][CH2:49]2)[CH:37]=1)[O:24][C:22](=[O:23])[CH2:21][CH2:20][O:19][C:17](=[O:18])[C:16]1[CH:51]=[CH:52][C:13]([NH:8][S:9]([CH3:12])(=[O:11])=[O:10])=[C:14]([O:53][CH2:54][CH:55]2[CH2:56][CH2:57]2)[CH:15]=1. The catalyst class is: 473. (3) Reactant: [CH2:1]([O:3][C:4]([N:6]1[CH2:19][CH2:18][C:9]2[C:10]3[C:15](=[O:16])[NH:14][CH:13]=[N:12][C:11]=3[S:17][C:8]=2[CH2:7]1)=[O:5])[CH3:2].[C:20]([O-])([O-])=O.[K+].[K+].IC. Product: [CH2:1]([O:3][C:4]([N:6]1[CH2:19][CH2:18][C:9]2[C:10]3[C:15](=[O:16])[N:14]([CH3:20])[CH:13]=[N:12][C:11]=3[S:17][C:8]=2[CH2:7]1)=[O:5])[CH3:2]. The catalyst class is: 10. (4) Reactant: [NH2:1][C:2]1[C:7]([C:8]([O:10][N:11]=[C:12]([NH2:16])[CH:13]([CH3:15])[CH3:14])=O)=[C:6]([Cl:17])[N:5]=[CH:4][N:3]=1.[N+](CCCC)(CCCC)(CCCC)CCCC.[F-]. Product: [Cl:17][C:6]1[N:5]=[CH:4][N:3]=[C:2]([NH2:1])[C:7]=1[C:8]1[O:10][N:11]=[C:12]([CH:13]([CH3:15])[CH3:14])[N:16]=1. The catalyst class is: 197. (5) Reactant: Cl.[CH2:2]([O:4][C:5]([C:7]1[CH:12]=[CH:11][C:10]([C:13]2[CH:18]=[C:17]([NH2:19])[CH:16]=[CH:15][C:14]=2[Cl:20])=[CH:9][CH:8]=1)=[O:6])[CH3:3].C(N(CC)CC)C.[CH:28]1([C:34](Cl)=[O:35])[CH2:33][CH2:32][CH2:31][CH2:30][CH2:29]1. Product: [CH2:2]([O:4][C:5]([C:7]1[CH:12]=[CH:11][C:10]([C:13]2[CH:18]=[C:17]([NH:19][C:34]([CH:28]3[CH2:33][CH2:32][CH2:31][CH2:30][CH2:29]3)=[O:35])[CH:16]=[CH:15][C:14]=2[Cl:20])=[CH:9][CH:8]=1)=[O:6])[CH3:3]. The catalyst class is: 1. (6) Reactant: O=[C:2]1[C:11]2[C:6](=[CH:7][CH:8]=[CH:9][CH:10]=2)[N:5]([CH2:12][C:13]2[CH:18]=[CH:17][C:16]([N:19]3[CH:23]=[CH:22][CH:21]=[N:20]3)=[CH:15][CH:14]=2)[N:4]=[C:3]1[C:24]([O:26][CH2:27][CH3:28])=[O:25].COC1C=CC(P2(SP(C3C=CC(OC)=CC=3)(=S)S2)=[S:38])=CC=1. Product: [N:19]1([C:16]2[CH:15]=[CH:14][C:13]([CH2:12][N:5]3[C:6]4[C:11](=[CH:10][CH:9]=[CH:8][CH:7]=4)[C:2](=[S:38])[C:3]([C:24]([O:26][CH2:27][CH3:28])=[O:25])=[N:4]3)=[CH:18][CH:17]=2)[CH:23]=[CH:22][CH:21]=[N:20]1. The catalyst class is: 11. (7) Reactant: C[O:2][C:3]([C:5]1[S:6][C:7]([C:20]2[CH:25]=[CH:24][CH:23]=[CH:22][CH:21]=2)=[CH:8][C:9]=1[NH:10][C:11](=[O:19])[C:12]1[CH:17]=[CH:16][C:15]([Cl:18])=[CH:14][CH:13]=1)=[O:4].O1CCCC1.CO.[OH-].[Li+]. Product: [Cl:18][C:15]1[CH:16]=[CH:17][C:12]([C:11]([NH:10][C:9]2[CH:8]=[C:7]([C:20]3[CH:25]=[CH:24][CH:23]=[CH:22][CH:21]=3)[S:6][C:5]=2[C:3]([OH:4])=[O:2])=[O:19])=[CH:13][CH:14]=1. The catalyst class is: 6.